From a dataset of Full USPTO retrosynthesis dataset with 1.9M reactions from patents (1976-2016). Predict the reactants needed to synthesize the given product. (1) The reactants are: [Cl:1][C:2]1[CH:3]=[CH:4][C:5]([NH:8][C:9](=[O:32])[C:10]2[CH:15]=[CH:14][CH:13]=[CH:12][C:11]=2[NH:16][CH2:17][CH:18]2[CH2:23][CH2:22][N:21]([C:24]3[CH:29]=[CH:28][N:27]=[C:26]([C:30]#[N:31])[CH:25]=3)[CH2:20][CH2:19]2)=[N:6][CH:7]=1.CO.N.[SH2:36]. Given the product [Cl:1][C:2]1[CH:3]=[CH:4][C:5]([NH:8][C:9](=[O:32])[C:10]2[CH:15]=[CH:14][CH:13]=[CH:12][C:11]=2[NH:16][CH2:17][CH:18]2[CH2:23][CH2:22][N:21]([C:24]3[CH:29]=[CH:28][N:27]=[C:26]([C:30](=[S:36])[NH2:31])[CH:25]=3)[CH2:20][CH2:19]2)=[N:6][CH:7]=1, predict the reactants needed to synthesize it. (2) Given the product [P:26]([O:38][C:1]1([N:7]=[O:8])[CH2:6][CH2:5][CH2:4][CH2:3][CH2:2]1)([O:28][CH2:29][CH2:30][CH2:31][CH3:32])([O:33][CH2:34][CH2:35][CH2:36][CH3:37])=[O:27], predict the reactants needed to synthesize it. The reactants are: [C:1]1(=[N:7][OH:8])[CH2:6][CH2:5][CH2:4][CH2:3][CH2:2]1.C([O-])(=O)C.C([O-])(=O)C.C([O-])(=O)C.C([O-])(=O)C.[Pb+4].[P:26]([O-:38])([O:33][CH2:34][CH2:35][CH2:36][CH3:37])([O:28][CH2:29][CH2:30][CH2:31][CH3:32])=[O:27]. (3) Given the product [C:34]1([Si:1]([OH:4])([OH:3])[OH:2])[CH:39]=[CH:38][CH:37]=[CH:36][CH:35]=1, predict the reactants needed to synthesize it. The reactants are: [SiH:1]([OH:4])([OH:3])[OH:2].Cl[SiH3].C[Si](C)(C)C1([Si](O)(O)O)C=CC=C1.C[Si](C)(C)C1([Si](Cl)(Cl)Cl)C=CC=C1.N[C:34]1[CH:39]=[CH:38][CH:37]=[CH:36][CH:35]=1. (4) The reactants are: [Cl:1][C:2]1[N:12]=[CH:11][C:10]([CH2:13][N:14]2[CH:18]=[C:17]([C:19]#[N:20])[C:16]([C:21]3[CH:26]=[CH:25][C:24]([C:27]#[N:28])=[CH:23][CH:22]=3)=[C:15]2[CH3:29])=[CH:9][C:3]=1[C:4]([O:6][CH2:7][CH3:8])=[O:5].[I-].CC=[N+]=CC.[Cl-].[Na+].[CH3:38][N:39]([CH:41]=O)[CH3:40]. Given the product [Cl:1][C:2]1[N:12]=[CH:11][C:10]([CH2:13][N:14]2[C:15]([CH3:29])=[C:16]([C:21]3[CH:22]=[CH:23][C:24]([C:27]#[N:28])=[CH:25][CH:26]=3)[C:17]([C:19]#[N:20])=[C:18]2[CH2:38][N:39]([CH3:41])[CH3:40])=[CH:9][C:3]=1[C:4]([O:6][CH2:7][CH3:8])=[O:5], predict the reactants needed to synthesize it. (5) Given the product [O:11]=[C:12]([N:17]1[CH2:22][CH2:21][N:20]([C:23](=[O:33])[C:24]2[CH:29]=[C:28]([F:30])[C:27]([F:31])=[C:26]([F:32])[CH:25]=2)[CH2:19][CH2:18]1)[CH2:13][C:14]([NH2:7])=[O:15], predict the reactants needed to synthesize it. The reactants are: C1C=CC2N(O)N=[N:7]C=2C=1.[O:11]=[C:12]([N:17]1[CH2:22][CH2:21][N:20]([C:23](=[O:33])[C:24]2[CH:29]=[C:28]([F:30])[C:27]([F:31])=[C:26]([F:32])[CH:25]=2)[CH2:19][CH2:18]1)[CH2:13][C:14](O)=[O:15].CCN=C=NCCCN(C)C.Cl.O1C=NC(C2C=CC(N)=CC=2)=N1. (6) Given the product [F:12][C:10]1[CH:11]=[C:2]([B:15]2[O:19][C:18]([CH3:21])([CH3:20])[C:17]([CH3:23])([CH3:22])[O:16]2)[CH:3]=[C:4]2[C:9]=1[N:8]([CH3:13])[C:7](=[O:14])[CH2:6][CH2:5]2, predict the reactants needed to synthesize it. The reactants are: Br[C:2]1[CH:3]=[C:4]2[C:9](=[C:10]([F:12])[CH:11]=1)[N:8]([CH3:13])[C:7](=[O:14])[CH2:6][CH2:5]2.[B:15]1([B:15]2[O:19][C:18]([CH3:21])([CH3:20])[C:17]([CH3:23])([CH3:22])[O:16]2)[O:19][C:18]([CH3:21])([CH3:20])[C:17]([CH3:23])([CH3:22])[O:16]1.C([O-])(=O)C.[K+]. (7) Given the product [CH3:1][O:2][C:3]1[CH:4]=[C:5]([CH2:6][OH:7])[CH:8]=[CH:9][C:10]=1[O:11][C:12]1[CH:17]=[CH:16][CH:15]=[C:14]([C:18]([F:19])([F:21])[F:20])[CH:13]=1, predict the reactants needed to synthesize it. The reactants are: [CH3:1][O:2][C:3]1[CH:4]=[C:5]([CH:8]=[CH:9][C:10]=1[O:11][C:12]1[CH:17]=[CH:16][CH:15]=[C:14]([C:18]([F:21])([F:20])[F:19])[CH:13]=1)[CH:6]=[O:7].[BH4-].[Na+]. (8) Given the product [Cl:1][C:2]1[CH:7]=[CH:6][C:5]([CH2:8][N:30]2[C:31]([CH3:33])=[CH:32][C:28]([C:26]3[O:25][N:24]=[C:23]([C:20]4[CH:21]=[CH:22][C:17]([C:13]5([CH2:12][O:11][CH3:10])[CH2:16][CH2:15][CH2:14]5)=[CH:18][CH:19]=4)[N:27]=3)=[N:29]2)=[CH:4][N:3]=1, predict the reactants needed to synthesize it. The reactants are: [Cl:1][C:2]1[CH:7]=[CH:6][C:5]([CH2:8]Cl)=[CH:4][N:3]=1.[CH3:10][O:11][CH2:12][C:13]1([C:17]2[CH:22]=[CH:21][C:20]([C:23]3[N:27]=[C:26]([C:28]4[CH:32]=[C:31]([CH3:33])[NH:30][N:29]=4)[O:25][N:24]=3)=[CH:19][CH:18]=2)[CH2:16][CH2:15][CH2:14]1. (9) Given the product [CH3:1][C:2]([CH3:35])([CH3:34])[C:3]([NH:5][C:6]1[C:11]([CH2:12][C:13]2[CH:18]=[C:17]([O:19][CH3:20])[C:16]([O:21][CH3:22])=[C:15]([OH:23])[C:14]=2[CH:25]=[O:26])=[CH:10][N:9]=[C:8]([NH:27][C:28](=[O:33])[C:29]([CH3:32])([CH3:31])[CH3:30])[N:7]=1)=[O:4], predict the reactants needed to synthesize it. The reactants are: [CH3:1][C:2]([CH3:35])([CH3:34])[C:3]([NH:5][C:6]1[C:11]([CH2:12][C:13]2[CH:18]=[C:17]([O:19][CH3:20])[C:16]([O:21][CH3:22])=[C:15]([O:23]C)[C:14]=2[CH:25]=[O:26])=[CH:10][N:9]=[C:8]([NH:27][C:28](=[O:33])[C:29]([CH3:32])([CH3:31])[CH3:30])[N:7]=1)=[O:4].[Al+3].[Cl-].[Cl-].[Cl-].[Na+].[I-].C(#N)C.